This data is from Reaction yield outcomes from USPTO patents with 853,638 reactions. The task is: Predict the reaction yield, written as a fraction of the theoretical maximum amount of product (1.0 means a 100% yield; for example, 0.34 means a 34% yield). (1) The reactants are [NH2:1][C:2]1[CH:3]=[C:4]2[C:9](=[CH:10][CH:11]=1)[C:8](=[O:12])[NH:7][C:6](=[O:13])/[C:5]/2=[CH:14]\[NH:15][C:16]1[CH:21]=[CH:20][C:19]([N:22]2[CH2:27][CH2:26][N:25]([CH3:28])[CH2:24][CH2:23]2)=[CH:18][CH:17]=1.Cl[C:30]([O:32][C:33]1[CH:38]=[CH:37][C:36]([N+:39]([O-:41])=[O:40])=[CH:35][CH:34]=1)=[O:31]. The catalyst is CN(C)C(=O)C. The product is [N+:39]([C:36]1[CH:35]=[CH:34][C:33]([O:32][C:30](=[O:31])[NH:1][C:2]2[CH:3]=[C:4]3[C:9](=[CH:10][CH:11]=2)[C:8](=[O:12])[NH:7][C:6](=[O:13])[C:5]3=[CH:14][NH:15][C:16]2[CH:17]=[CH:18][C:19]([N:22]3[CH2:23][CH2:24][N:25]([CH3:28])[CH2:26][CH2:27]3)=[CH:20][CH:21]=2)=[CH:38][CH:37]=1)([O-:41])=[O:40]. The yield is 0.700. (2) The catalyst is O1CCOCC1.O. The reactants are BrC[C:3]1([CH3:17])[C:12]([N+:13]([O-:15])=[O:14])=[CH:11][C:10]([F:16])=[CH:9][CH:4]1[C:5]([O:7]C)=[O:6]. The product is [F:16][C:10]1[CH:9]=[C:4]2[C:3]([CH2:17][O:7][C:5]2=[O:6])=[C:12]([N+:13]([O-:15])=[O:14])[CH:11]=1. The yield is 0.790. (3) The reactants are [F:1][C:2]1[N:7]=[CH:6][C:5]([OH:8])=[CH:4][CH:3]=1.[H-].[Na+].[CH3:11][O:12][CH2:13]Cl. The catalyst is CN(C)C=O.C(OCC)(=O)C.O. The product is [F:1][C:2]1[CH:3]=[CH:4][C:5]([O:8][CH2:11][O:12][CH3:13])=[CH:6][N:7]=1. The yield is 0.884. (4) The reactants are [CH3:1][O:2][C:3]1[CH:4]=[C:5]2[C:10](=[CH:11][CH:12]=1)[CH2:9][C:8](=O)[CH2:7][CH2:6]2.[CH2:14]([NH2:16])[CH3:15].C1COCC1.C(O)(=O)C.C(O[BH-](OC(=O)C)OC(=O)C)(=O)C.[Na+].[OH-].[Na+].[F:42][C:43]([F:59])([F:58])[O:44][C:45]1[CH:50]=[CH:49][C:48]([O:51][C:52](=O)[O:53]C(Cl)C)=[CH:47][CH:46]=1. The catalyst is C(Cl)Cl.C1(C)C=CC=CC=1.CCOCC. The product is [F:42][C:43]([F:58])([F:59])[O:44][C:45]1[CH:46]=[CH:47][C:48]([O:51][C:52](=[O:53])[N:16]([CH2:14][CH3:15])[CH:8]2[CH2:7][CH2:6][C:5]3[C:10](=[CH:11][CH:12]=[C:3]([O:2][CH3:1])[CH:4]=3)[CH2:9]2)=[CH:49][CH:50]=1. The yield is 0.480. (5) The reactants are Br[C:2]1[N:7]=[C:6]([C:8]([OH:10])=[O:9])[CH:5]=[CH:4][CH:3]=1.[F:11][C:12]1[CH:17]=[CH:16][CH:15]=[C:14]([F:18])[C:13]=1B(O)O. The catalyst is C1C=CC(P(C2C=CC=CC=2)[C-]2C=CC=C2)=CC=1.C1C=CC(P(C2C=CC=CC=2)[C-]2C=CC=C2)=CC=1.Cl[Pd]Cl.[Fe+2].C(Cl)Cl. The product is [F:11][C:12]1[CH:17]=[CH:16][CH:15]=[C:14]([F:18])[C:13]=1[C:2]1[N:7]=[C:6]([C:8]([OH:10])=[O:9])[CH:5]=[CH:4][CH:3]=1. The yield is 0.380. (6) The reactants are [NH:1]1[CH2:6][CH2:5][CH2:4][CH2:3][CH2:2]1.[Li]CCCC.[F:12][C:13]1[CH:18]=[CH:17][C:16]([N:19]2[C:24](=[O:25])[C:23](OC)=[C:22]([C:28]3[CH:33]=[CH:32][C:31]([S:34][CH3:35])=[CH:30][CH:29]=3)[CH:21]=[N:20]2)=[CH:15][CH:14]=1.[NH2-].[Li+]. The catalyst is C1(C)C=CC=CC=1. The product is [F:12][C:13]1[CH:18]=[CH:17][C:16]([N:19]2[C:24](=[O:25])[C:23]([N:1]3[CH2:6][CH2:5][CH2:4][CH2:3][CH2:2]3)=[C:22]([C:28]3[CH:29]=[CH:30][C:31]([S:34][CH3:35])=[CH:32][CH:33]=3)[CH:21]=[N:20]2)=[CH:15][CH:14]=1. The yield is 0.950. (7) The reactants are [CH3:1][C:2]1([CH3:35])[CH:7]=[C:6]([C:8]2[S:9][C:10]([C:13]3[CH:18]=[C:17]([NH:19][C:20]4[N:25]=[C:24]([C:26]([F:29])([F:28])[F:27])[CH:23]=[CH:22][N:21]=4)[CH:16]=[C:15]([CH3:30])[CH:14]=3)=[CH:11][N:12]=2)[CH2:5][CH2:4][CH:3]1[C:31]([O:33][CH3:34])=[O:32].[H][H]. The catalyst is [Pd].CO. The product is [CH3:1][C:2]1([CH3:35])[CH2:7][CH:6]([C:8]2[S:9][C:10]([C:13]3[CH:18]=[C:17]([NH:19][C:20]4[N:25]=[C:24]([C:26]([F:28])([F:29])[F:27])[CH:23]=[CH:22][N:21]=4)[CH:16]=[C:15]([CH3:30])[CH:14]=3)=[CH:11][N:12]=2)[CH2:5][CH2:4][CH:3]1[C:31]([O:33][CH3:34])=[O:32]. The yield is 0.620.